This data is from Reaction yield outcomes from USPTO patents with 853,638 reactions. The task is: Predict the reaction yield, written as a fraction of the theoretical maximum amount of product (1.0 means a 100% yield; for example, 0.34 means a 34% yield). (1) The product is [CH:3]([O:2][B:1]1[O:7][C:12]([CH3:14])([CH3:13])[C:9]([CH3:11])([CH3:10])[O:6]1)([CH3:5])[CH3:4]. The yield is 0.875. The reactants are [B:1]([O-:7])([O-:6])[O:2][CH:3]([CH3:5])[CH3:4].O[C:9]([C:12](O)([CH3:14])[CH3:13])([CH3:11])[CH3:10]. No catalyst specified. (2) The reactants are C([N:8]1[C:11]2([CH2:14][N:13]([C:15]([O:17][C:18]([CH3:21])([CH3:20])[CH3:19])=[O:16])[CH2:12]2)[CH2:10][CH2:9]1)C1C=CC=CC=1.[H][H].[C:24]([OH:29])(=[O:28])[C:25]([OH:27])=[O:26]. The catalyst is CO.C(OCC)C.C(O)C.[Pd]. The product is [C:24]([O-:29])(=[O:28])[C:25]([O-:27])=[O:26].[C:18]([O:17][C:15]([N:13]1[CH2:12][C:11]2([NH2+:8][CH2:9][CH2:10]2)[CH2:14]1)=[O:16])([CH3:21])([CH3:19])[CH3:20].[C:18]([O:17][C:15]([N:13]1[CH2:12][C:11]2([NH2+:8][CH2:9][CH2:10]2)[CH2:14]1)=[O:16])([CH3:21])([CH3:19])[CH3:20]. The yield is 0.780. (3) The reactants are [CH2:1]([O:3][C:4]([C:6]1[N:10]2[CH:11]=[C:12](Br)[C:13]([CH2:15][NH:16][C:17]([O:19][C:20]([CH3:23])([CH3:22])[CH3:21])=[O:18])=[CH:14][C:9]2=[N:8][CH:7]=1)=[O:5])[CH3:2].[Cl:25][C:26]1[CH:31]=[C:30]([Cl:32])[CH:29]=[CH:28][C:27]=1B(O)O.C([O-])([O-])=O.[Na+].[Na+]. The catalyst is COCCOC.CCOC(C)=O.C1C=CC([P]([Pd]([P](C2C=CC=CC=2)(C2C=CC=CC=2)C2C=CC=CC=2)([P](C2C=CC=CC=2)(C2C=CC=CC=2)C2C=CC=CC=2)[P](C2C=CC=CC=2)(C2C=CC=CC=2)C2C=CC=CC=2)(C2C=CC=CC=2)C2C=CC=CC=2)=CC=1. The product is [CH2:1]([O:3][C:4]([C:6]1[N:10]2[CH:11]=[C:12]([C:29]3[CH:28]=[CH:27][C:26]([Cl:25])=[CH:31][C:30]=3[Cl:32])[C:13]([CH2:15][NH:16][C:17]([O:19][C:20]([CH3:23])([CH3:22])[CH3:21])=[O:18])=[CH:14][C:9]2=[N:8][CH:7]=1)=[O:5])[CH3:2]. The yield is 0.800. (4) The reactants are [Cl:1][C:2]1[CH:7]=[C:6]([Cl:8])[CH:5]=[CH:4][C:3]=1[C:9]1[N:10]=[C:11](/[CH:30]=[CH:31]/[C:32]2[CH:37]=[CH:36][C:35]([OH:38])=[CH:34][CH:33]=2)[N:12]([CH2:14][C:15]([NH:17][CH:18]([C:20]2[C:29]3[C:24](=[CH:25][CH:26]=[CH:27][CH:28]=3)[CH:23]=[CH:22][CH:21]=2)[CH3:19])=[O:16])[CH:13]=1.Br[CH2:40][C:41]1[CH:50]=[CH:49][C:44]([C:45]([O:47]C)=[O:46])=[CH:43][CH:42]=1. No catalyst specified. The product is [Cl:1][C:2]1[CH:7]=[C:6]([Cl:8])[CH:5]=[CH:4][C:3]=1[C:9]1[N:10]=[C:11](/[CH:30]=[CH:31]/[C:32]2[CH:33]=[CH:34][C:35]([O:38][CH2:40][C:41]3[CH:50]=[CH:49][C:44]([C:45]([OH:47])=[O:46])=[CH:43][CH:42]=3)=[CH:36][CH:37]=2)[N:12]([CH2:14][C:15](=[O:16])[NH:17][CH:18]([C:20]2[C:29]3[C:24](=[CH:25][CH:26]=[CH:27][CH:28]=3)[CH:23]=[CH:22][CH:21]=2)[CH3:19])[CH:13]=1. The yield is 0.420.